From a dataset of NCI-60 drug combinations with 297,098 pairs across 59 cell lines. Regression. Given two drug SMILES strings and cell line genomic features, predict the synergy score measuring deviation from expected non-interaction effect. (1) Drug 1: CC1C(C(=O)NC(C(=O)N2CCCC2C(=O)N(CC(=O)N(C(C(=O)O1)C(C)C)C)C)C(C)C)NC(=O)C3=C4C(=C(C=C3)C)OC5=C(C(=O)C(=C(C5=N4)C(=O)NC6C(OC(=O)C(N(C(=O)CN(C(=O)C7CCCN7C(=O)C(NC6=O)C(C)C)C)C)C(C)C)C)N)C. Drug 2: CCN(CC)CCNC(=O)C1=C(NC(=C1C)C=C2C3=C(C=CC(=C3)F)NC2=O)C. Cell line: RPMI-8226. Synergy scores: CSS=10.1, Synergy_ZIP=-0.387, Synergy_Bliss=-0.0819, Synergy_Loewe=0.595, Synergy_HSA=0.862. (2) Drug 1: COC1=NC(=NC2=C1N=CN2C3C(C(C(O3)CO)O)O)N. Drug 2: CCC1=C2CN3C(=CC4=C(C3=O)COC(=O)C4(CC)O)C2=NC5=C1C=C(C=C5)O. Cell line: NCI-H226. Synergy scores: CSS=2.64, Synergy_ZIP=-1.09, Synergy_Bliss=0.326, Synergy_Loewe=-38.2, Synergy_HSA=-2.18. (3) Drug 1: C1=CC=C(C=C1)NC(=O)CCCCCCC(=O)NO. Drug 2: CN(C(=O)NC(C=O)C(C(C(CO)O)O)O)N=O. Cell line: SN12C. Synergy scores: CSS=2.27, Synergy_ZIP=-1.08, Synergy_Bliss=-0.530, Synergy_Loewe=-9.23, Synergy_HSA=-3.31. (4) Drug 1: C1CN(P(=O)(OC1)NCCCl)CCCl. Drug 2: C1C(C(OC1N2C=NC(=NC2=O)N)CO)O. Cell line: SNB-75. Synergy scores: CSS=-0.468, Synergy_ZIP=-2.27, Synergy_Bliss=-6.65, Synergy_Loewe=-23.4, Synergy_HSA=-5.12. (5) Drug 1: CC(C)(C#N)C1=CC(=CC(=C1)CN2C=NC=N2)C(C)(C)C#N. Drug 2: COC1=C2C(=CC3=C1OC=C3)C=CC(=O)O2. Cell line: 786-0. Synergy scores: CSS=2.84, Synergy_ZIP=0.166, Synergy_Bliss=0.367, Synergy_Loewe=0.399, Synergy_HSA=-0.391. (6) Drug 1: CC(C1=C(C=CC(=C1Cl)F)Cl)OC2=C(N=CC(=C2)C3=CN(N=C3)C4CCNCC4)N. Drug 2: C1CC(=O)NC(=O)C1N2CC3=C(C2=O)C=CC=C3N. Cell line: BT-549. Synergy scores: CSS=4.12, Synergy_ZIP=0.503, Synergy_Bliss=5.31, Synergy_Loewe=1.14, Synergy_HSA=1.23. (7) Drug 1: CC(C1=C(C=CC(=C1Cl)F)Cl)OC2=C(N=CC(=C2)C3=CN(N=C3)C4CCNCC4)N. Drug 2: CCC1(C2=C(COC1=O)C(=O)N3CC4=CC5=C(C=CC(=C5CN(C)C)O)N=C4C3=C2)O.Cl. Cell line: UACC-257. Synergy scores: CSS=10.7, Synergy_ZIP=-2.51, Synergy_Bliss=0.871, Synergy_Loewe=-6.63, Synergy_HSA=0.364. (8) Synergy scores: CSS=30.2, Synergy_ZIP=2.66, Synergy_Bliss=0.576, Synergy_Loewe=-14.6, Synergy_HSA=-3.09. Drug 1: CCC1=CC2CC(C3=C(CN(C2)C1)C4=CC=CC=C4N3)(C5=C(C=C6C(=C5)C78CCN9C7C(C=CC9)(C(C(C8N6C)(C(=O)OC)O)OC(=O)C)CC)OC)C(=O)OC.C(C(C(=O)O)O)(C(=O)O)O. Drug 2: CCN(CC)CCNC(=O)C1=C(NC(=C1C)C=C2C3=C(C=CC(=C3)F)NC2=O)C. Cell line: SNB-75. (9) Drug 1: C1=NC2=C(N=C(N=C2N1C3C(C(C(O3)CO)O)O)F)N. Drug 2: CCC1(C2=C(COC1=O)C(=O)N3CC4=CC5=C(C=CC(=C5CN(C)C)O)N=C4C3=C2)O.Cl. Cell line: SK-MEL-5. Synergy scores: CSS=31.9, Synergy_ZIP=-0.204, Synergy_Bliss=-0.111, Synergy_Loewe=-40.5, Synergy_HSA=-1.99. (10) Drug 1: CC1C(C(CC(O1)OC2CC(CC3=C2C(=C4C(=C3O)C(=O)C5=C(C4=O)C(=CC=C5)OC)O)(C(=O)CO)O)N)O.Cl. Drug 2: COC1=C(C=C2C(=C1)N=CN=C2NC3=CC(=C(C=C3)F)Cl)OCCCN4CCOCC4. Cell line: 786-0. Synergy scores: CSS=7.38, Synergy_ZIP=-1.64, Synergy_Bliss=0.478, Synergy_Loewe=-0.782, Synergy_HSA=0.731.